Dataset: Reaction yield outcomes from USPTO patents with 853,638 reactions. Task: Predict the reaction yield, written as a fraction of the theoretical maximum amount of product (1.0 means a 100% yield; for example, 0.34 means a 34% yield). (1) The reactants are [CH2:1]([C:3]1[S:7][C:6]([NH2:8])=[N:5][N:4]=1)[CH3:2].Br[C:10]1[C:11](=[O:18])[N:12]([CH3:17])[CH:13]=[C:14]([Br:16])[CH:15]=1.CC1(C)C2C(=C(P(C3C=CC=CC=3)C3C=CC=CC=3)C=CC=2)OC2C(P(C3C=CC=CC=3)C3C=CC=CC=3)=CC=CC1=2.C([O-])([O-])=O.[Cs+].[Cs+]. The catalyst is C1C=CC(/C=C/C(/C=C/C2C=CC=CC=2)=O)=CC=1.C1C=CC(/C=C/C(/C=C/C2C=CC=CC=2)=O)=CC=1.C1C=CC(/C=C/C(/C=C/C2C=CC=CC=2)=O)=CC=1.[Pd].[Pd].O1CCOCC1. The product is [Br:16][C:14]1[CH:15]=[C:10]([NH:8][C:6]2[S:7][C:3]([CH2:1][CH3:2])=[N:4][N:5]=2)[C:11](=[O:18])[N:12]([CH3:17])[CH:13]=1. The yield is 0.470. (2) The reactants are [C:1]12([C:11]3[CH:21]=[CH:20][C:14]([O:15][CH2:16][C:17](O)=[O:18])=[CH:13][CH:12]=3)[CH2:10][CH:5]3[CH2:6][CH:7]([CH2:9][CH:3]([CH2:4]3)[CH2:2]1)[CH2:8]2.[N:22]1([C:28]([O:30][C:31]([CH3:34])([CH3:33])[CH3:32])=[O:29])[CH2:27][CH2:26][NH:25][CH2:24][CH2:23]1. No catalyst specified. The product is [C:1]12([C:11]3[CH:21]=[CH:20][C:14]([O:15][CH2:16][C:17]([N:25]4[CH2:26][CH2:27][N:22]([C:28]([O:30][C:31]([CH3:34])([CH3:33])[CH3:32])=[O:29])[CH2:23][CH2:24]4)=[O:18])=[CH:13][CH:12]=3)[CH2:2][CH:3]3[CH2:9][CH:7]([CH2:6][CH:5]([CH2:4]3)[CH2:10]1)[CH2:8]2. The yield is 0.900. (3) The reactants are Cl.Cl[CH2:3][C:4]1[CH:13]=[CH:12][C:11]([OH:14])=[C:10]2[C:5]=1[CH:6]=[CH:7][CH:8]=[N:9]2.[N:15]1([CH2:21][CH2:22][N:23]([CH2:35][CH2:36][CH3:37])[CH:24]2[CH2:33][CH2:32][C:31]3[C:30]([OH:34])=[CH:29][CH:28]=[CH:27][C:26]=3[CH2:25]2)[CH2:20][CH2:19][NH:18][CH2:17][CH2:16]1. No catalyst specified. The product is [OH:34][C:30]1[CH:29]=[CH:28][CH:27]=[C:26]2[C:31]=1[CH2:32][CH2:33][CH:24]([N:23]([CH2:35][CH2:36][CH3:37])[CH2:22][CH2:21][N:15]1[CH2:20][CH2:19][N:18]([CH2:3][C:4]3[CH:13]=[CH:12][C:11]([OH:14])=[C:10]4[C:5]=3[CH:6]=[CH:7][CH:8]=[N:9]4)[CH2:17][CH2:16]1)[CH2:25]2. The yield is 0.590. (4) The reactants are [CH2:1]([O:3][C:4]1[CH:9]=[CH:8][CH:7]=[C:6]([F:10])[C:5]=1[O:11][CH2:12][CH3:13])[CH3:2].O[CH2:15][N:16]1[C:20](=[O:21])[C:19]2=[CH:22][CH:23]=[CH:24][CH:25]=[C:18]2[C:17]1=[O:26].S(=O)(=O)(O)O.O. The catalyst is COCCOC. The product is [CH2:12]([O:11][C:5]1[C:6]([F:10])=[C:7]([CH:8]=[CH:9][C:4]=1[O:3][CH2:1][CH3:2])[CH2:15][N:16]1[C:20](=[O:21])[C:19]2[C:18](=[CH:25][CH:24]=[CH:23][CH:22]=2)[C:17]1=[O:26])[CH3:13]. The yield is 0.230. (5) The reactants are [Si]([O:8][CH2:9][C@@H:10]([N:19]1[CH:24]=[CH:23][C:22]([C:25]2[CH:30]=[CH:29][N:28]=[C:27]([NH:31][C:32]3[CH:37]=[CH:36][N:35]=[C:34]([CH3:38])[CH:33]=3)[N:26]=2)=[CH:21][C:20]1=[O:39])[C:11]1[CH:16]=[CH:15][C:14]([Cl:17])=[C:13]([F:18])[CH:12]=1)(C(C)(C)C)(C)C.CCCC[N+](CCCC)(CCCC)CCCC.[F-].O. The catalyst is C1COCC1. The product is [Cl:17][C:14]1[CH:15]=[CH:16][C:11]([C@H:10]([N:19]2[CH:24]=[CH:23][C:22]([C:25]3[CH:30]=[CH:29][N:28]=[C:27]([NH:31][C:32]4[CH:37]=[CH:36][N:35]=[C:34]([CH3:38])[CH:33]=4)[N:26]=3)=[CH:21][C:20]2=[O:39])[CH2:9][OH:8])=[CH:12][C:13]=1[F:18]. The yield is 0.220. (6) The reactants are [C:1]([O:5][C:6]([N:8]1[CH2:12][C@H:11]([OH:13])[CH2:10][C@H:9]1[CH2:14][O:15][Si:16]([C:29]([CH3:32])([CH3:31])[CH3:30])([C:23]1[CH:28]=[CH:27][CH:26]=[CH:25][CH:24]=1)[C:17]1[CH:22]=[CH:21][CH:20]=[CH:19][CH:18]=1)=[O:7])([CH3:4])([CH3:3])[CH3:2].[C:33](O)(=[O:35])[CH3:34].C1C=CC(P(C2C=CC=CC=2)C2C=CC=CC=2)=CC=1.CC(OC(/N=N/C(OC(C)C)=O)=O)C. The catalyst is C1COCC1. The product is [C:33]([O:13][C@@H:11]1[CH2:12][N:8]([C:6]([O:5][C:1]([CH3:4])([CH3:2])[CH3:3])=[O:7])[C@H:9]([CH2:14][O:15][Si:16]([C:29]([CH3:32])([CH3:31])[CH3:30])([C:23]2[CH:28]=[CH:27][CH:26]=[CH:25][CH:24]=2)[C:17]2[CH:18]=[CH:19][CH:20]=[CH:21][CH:22]=2)[CH2:10]1)(=[O:35])[CH3:34]. The yield is 0.990.